Task: Predict which catalyst facilitates the given reaction.. Dataset: Catalyst prediction with 721,799 reactions and 888 catalyst types from USPTO Reactant: [CH2:1]([O:8][C:9]1[C:14]([Cl:15])=[CH:13][C:12]([C:16]([N:18]2[C:27]3[C:22](=[CH:23][CH:24]=[CH:25][CH:26]=3)[NH:21][CH2:20][CH2:19]2)=[O:17])=[CH:11][C:10]=1[Cl:28])[C:2]1[CH:7]=[CH:6][CH:5]=[CH:4][CH:3]=1.[C:29](=O)([O-])[O-].[K+].[K+].IC.O. Product: [CH2:1]([O:8][C:9]1[C:10]([Cl:28])=[CH:11][C:12]([C:16]([N:18]2[C:27]3[C:22](=[CH:23][CH:24]=[CH:25][CH:26]=3)[N:21]([CH3:29])[CH2:20][CH2:19]2)=[O:17])=[CH:13][C:14]=1[Cl:15])[C:2]1[CH:7]=[CH:6][CH:5]=[CH:4][CH:3]=1. The catalyst class is: 9.